This data is from Catalyst prediction with 721,799 reactions and 888 catalyst types from USPTO. The task is: Predict which catalyst facilitates the given reaction. (1) Reactant: C1(C)C=CC=CC=1.Br[C:9]1[CH:22]=[CH:21][C:20]2[C:11](=[CH:12][C:13]3[C:18]([CH:19]=2)=[CH:17][CH:16]=[CH:15][CH:14]=3)[CH:10]=1.C([Sn](CCCC)(CCCC)[C:28]1[S:29][C:30]([CH2:33][CH2:34][CH2:35][CH2:36][CH2:37][CH3:38])=[CH:31][CH:32]=1)CCC. Product: [CH2:33]([C:30]1[S:29][C:28]([C:9]2[CH:22]=[CH:21][C:20]3[C:11](=[CH:12][C:13]4[C:18]([CH:19]=3)=[CH:17][CH:16]=[CH:15][CH:14]=4)[CH:10]=2)=[CH:32][CH:31]=1)[CH2:34][CH2:35][CH2:36][CH2:37][CH3:38]. The catalyst class is: 257. (2) The catalyst class is: 361. Reactant: C(OC(=O)[NH:7][CH:8]1[CH2:13][CH2:12][CH:11]([NH:14][C:15]2[C:16]3[N:17]([C:21]([C:24]4[CH:29]=[CH:28][CH:27]=[C:26]([NH:30][CH2:31][C:32]5[CH:37]=[CH:36][C:35]([Cl:38])=[CH:34][CH:33]=5)[N:25]=4)=[CH:22][N:23]=3)[CH:18]=[CH:19][N:20]=2)[CH2:10][CH2:9]1)(C)(C)C. Product: [Cl:38][C:35]1[CH:36]=[CH:37][C:32]([CH2:31][NH:30][C:26]2[N:25]=[C:24]([C:21]3[N:17]4[CH:18]=[CH:19][N:20]=[C:15]([NH:14][CH:11]5[CH2:10][CH2:9][CH:8]([NH2:7])[CH2:13][CH2:12]5)[C:16]4=[N:23][CH:22]=3)[CH:29]=[CH:28][CH:27]=2)=[CH:33][CH:34]=1.